Predict the product of the given reaction. From a dataset of Forward reaction prediction with 1.9M reactions from USPTO patents (1976-2016). (1) Given the reactants C(O[C:4]([C:6]1([CH2:22][CH2:23]OC)[CH2:11][CH2:10][N:9]([S:12]([C:15]2[CH:20]=[CH:19][CH:18]=[CH:17][C:16]=2[Cl:21])(=[O:14])=[O:13])[CH2:8][CH2:7]1)=[O:5])C.[Cl-].C[Al+]C.[F:30][C:31]1[CH:36]=[CH:35][C:34]([CH2:37][CH2:38][NH2:39])=[CH:33][CH:32]=1, predict the reaction product. The product is: [Cl:21][C:16]1[CH:17]=[CH:18][CH:19]=[CH:20][C:15]=1[S:12]([N:9]1[CH2:8][CH2:7][C:6]2([C:4](=[O:5])[N:39]([CH2:38][CH2:37][C:34]3[CH:35]=[CH:36][C:31]([F:30])=[CH:32][CH:33]=3)[CH2:23][CH2:22]2)[CH2:11][CH2:10]1)(=[O:13])=[O:14]. (2) The product is: [Br:1][C:2]1[C:7]([OH:8])=[CH:6][CH:5]=[C:4]([I:15])[N:3]=1. Given the reactants [Br:1][C:2]1[C:7]([OH:8])=[CH:6][CH:5]=[CH:4][N:3]=1.C([O-])([O-])=O.[K+].[K+].[I:15]I.Cl, predict the reaction product. (3) Given the reactants [NH2:1][C:2]1[CH:7]=[CH:6][CH:5]=[CH:4][C:3]=1[NH:8][C:9](=O)[CH2:10][C:11]1[N:12]=[C:13]([CH2:23][C:24]2[CH:29]=[CH:28][C:27]([F:30])=[CH:26][CH:25]=2)[N:14]([C:16]2[CH:21]=[CH:20][C:19]([Cl:22])=[CH:18][CH:17]=2)[CH:15]=1.C(=O)([O-])O.[Na+].[OH-].[Na+].Cl, predict the reaction product. The product is: [Cl:22][C:19]1[CH:20]=[CH:21][C:16]([N:14]2[CH:15]=[C:11]([CH2:10][C:9]3[NH:8][C:3]4[CH:4]=[CH:5][CH:6]=[CH:7][C:2]=4[N:1]=3)[N:12]=[C:13]2[CH2:23][C:24]2[CH:29]=[CH:28][C:27]([F:30])=[CH:26][CH:25]=2)=[CH:17][CH:18]=1. (4) Given the reactants [C:1]([O:5][CH3:6])(=[O:4])[CH:2]=[CH2:3].[CH3:7][C:8]1[CH:13]=[CH:12][CH:11]=[CH:10][C:9]=1P([C:9]1[CH:10]=[CH:11][CH:12]=[CH:13][C:8]=1[CH3:7])[C:9]1[CH:10]=[CH:11][CH:12]=[CH:13][C:8]=1[CH3:7].C([N:31](CC)CC)C.O.C[N:38]([CH3:41])C=O, predict the reaction product. The product is: [CH3:7][C:8]1[C:9]2[C:41](=[CH:13][C:12](/[CH:3]=[CH:2]/[C:1]([O:5][CH3:6])=[O:4])=[CH:11][CH:10]=2)[NH:38][N:31]=1. (5) Given the reactants [CH3:1][O:2][C:3]1[C:4]([N+:14]([O-])=O)=[C:5]([CH:10]=[CH:11][C:12]=1[CH3:13])[C:6]([O:8][CH3:9])=[O:7].[H][H], predict the reaction product. The product is: [NH2:14][C:4]1[C:3]([O:2][CH3:1])=[C:12]([CH3:13])[CH:11]=[CH:10][C:5]=1[C:6]([O:8][CH3:9])=[O:7]. (6) Given the reactants [Cl:1][C:2]1[N:3]=[N:4][CH:5]=[C:6](Cl)[C:7]=1[Cl:8].Cl.[F:11][C:12]1[CH:17]=[CH:16][C:15]([CH:18]2[CH2:20][CH:19]2[CH2:21][NH2:22])=[CH:14][CH:13]=1.C(=O)([O-])[O-].[K+].[K+], predict the reaction product. The product is: [Cl:8][C:7]1[C:6]([NH:22][CH2:21][CH:19]2[CH2:20][CH:18]2[C:15]2[CH:14]=[CH:13][C:12]([F:11])=[CH:17][CH:16]=2)=[CH:5][N:4]=[N:3][C:2]=1[Cl:1]. (7) Given the reactants [F:1][C:2]1[CH:3]=[C:4]([CH:20]=[CH:21][C:22]=1[F:23])[CH2:5][N:6]1[CH:15]=[CH:14][C:13]2[C:8](=[CH:9][C:10]([C:16]([OH:18])=O)=[CH:11][CH:12]=2)[C:7]1=[O:19].CCN=C=NCCCN(C)C.Cl.C1C=CC2N(O)N=NC=2C=1.[CH3:46][O:47][C:48]1[CH:53]=[C:52]([CH2:54][NH2:55])[CH:51]=[CH:50][N:49]=1.C([O-])(O)=O.[Na+], predict the reaction product. The product is: [CH3:46][O:47][C:48]1[CH:53]=[C:52]([CH2:54][NH:55][C:16]([C:10]2[CH:9]=[C:8]3[C:13]([CH:14]=[CH:15][N:6]([CH2:5][C:4]4[CH:20]=[CH:21][C:22]([F:23])=[C:2]([F:1])[CH:3]=4)[C:7]3=[O:19])=[CH:12][CH:11]=2)=[O:18])[CH:51]=[CH:50][N:49]=1.